The task is: Predict the reactants needed to synthesize the given product.. This data is from Full USPTO retrosynthesis dataset with 1.9M reactions from patents (1976-2016). (1) Given the product [CH3:1][O:2][C:3](=[O:22])[C@H:4]([C@H:13]1[CH2:18][CH2:17][C@H:16]([NH2:19])[CH2:15][CH2:14]1)[NH:5][C:6]([O:8][C:9]([CH3:12])([CH3:10])[CH3:11])=[O:7], predict the reactants needed to synthesize it. The reactants are: [CH3:1][O:2][C:3](=[O:22])[C@H:4]([C@H:13]1[CH2:18][CH2:17][C@H:16]([N:19]=[N+]=[N-])[CH2:15][CH2:14]1)[NH:5][C:6]([O:8][C:9]([CH3:12])([CH3:11])[CH3:10])=[O:7].C(OC(=O)N[C@@H]([C@H]1CC[C@@H](N)CC1)C(=O)N1CCCC1)(C)(C)C. (2) Given the product [CH3:34][O:33][C:31]1[CH:30]=[CH:29][C:28]2[N:24]([C:21]3[CH:20]=[CH:19][C:18]4[C:23](=[C:14]([N:11]5[CH2:10][CH2:9][CH:8]([NH2:7])[CH2:13][CH2:12]5)[CH:15]=[CH:16][CH:17]=4)[N:22]=3)[CH:25]=[N:26][C:27]=2[CH:32]=1, predict the reactants needed to synthesize it. The reactants are: C(OC(=O)[NH:7][CH:8]1[CH2:13][CH2:12][N:11]([C:14]2[CH:15]=[CH:16][CH:17]=[C:18]3[C:23]=2[N:22]=[C:21]([N:24]2[C:28]4[CH:29]=[CH:30][C:31]([O:33][CH3:34])=[CH:32][C:27]=4[N:26]=[CH:25]2)[CH:20]=[CH:19]3)[CH2:10][CH2:9]1)(C)(C)C. (3) Given the product [C:15]([C:19]1[CH:28]=[C:27]2[C:22]([CH:23]([NH:29][C:13]([NH:12][C:9]3[CH:8]=[CH:7][CH:6]=[C:5]4[C:10]=3[CH:11]=[C:2]([CH3:1])[N:3]=[CH:4]4)=[O:14])[CH2:24][CH2:25][O:26]2)=[CH:21][CH:20]=1)([CH3:18])([CH3:16])[CH3:17], predict the reactants needed to synthesize it. The reactants are: [CH3:1][C:2]1[N:3]=[CH:4][C:5]2[C:10]([CH:11]=1)=[C:9]([N:12]=[C:13]=[O:14])[CH:8]=[CH:7][CH:6]=2.[C:15]([C:19]1[CH:28]=[C:27]2[C:22]([CH:23]([NH2:29])[CH2:24][CH2:25][O:26]2)=[CH:21][CH:20]=1)([CH3:18])([CH3:17])[CH3:16]. (4) Given the product [N:1]1([C:6]2[N:11]=[C:10]([C:12]3[CH:13]=[C:14]([CH:19]=[CH:20][CH:21]=3)[C:15]([NH:23][NH2:24])=[O:16])[CH:9]=[CH:8][CH:7]=2)[CH2:5][CH2:4][CH2:3][CH2:2]1, predict the reactants needed to synthesize it. The reactants are: [N:1]1([C:6]2[N:11]=[C:10]([C:12]3[CH:13]=[C:14]([CH:19]=[CH:20][CH:21]=3)[C:15](OC)=[O:16])[CH:9]=[CH:8][CH:7]=2)[CH2:5][CH2:4][CH2:3][CH2:2]1.O.[NH2:23][NH2:24]. (5) Given the product [CH3:7][C:5]1[S:4][C:3]([C:8]2[CH:9]=[CH:10][N:31]=[C:29]([NH:28][C:18]3[CH:19]=[CH:20][C:21]([N:22]4[CH2:23][CH2:24][CH2:25][CH2:26][CH2:27]4)=[C:16]([CH3:15])[CH:17]=3)[N:30]=2)=[C:2]([CH3:1])[N:6]=1, predict the reactants needed to synthesize it. The reactants are: [CH3:1][C:2]1[N:6]=[C:5]([CH3:7])[S:4][C:3]=1/[CH:8]=[CH:9]/[C:10](N(C)C)=O.[CH3:15][C:16]1[CH:17]=[C:18]([NH:28][C:29]([NH2:31])=[NH:30])[CH:19]=[CH:20][C:21]=1[N:22]1[CH2:27][CH2:26][CH2:25][CH2:24][CH2:23]1.